Predict the product of the given reaction. From a dataset of Forward reaction prediction with 1.9M reactions from USPTO patents (1976-2016). (1) Given the reactants [ClH:1].[CH3:2][N:3]1[CH:7]=[CH:6][N:5]=[C:4]1[CH2:8][CH2:9][C:10]([N:12]1[CH2:17][CH2:16][CH:15]([NH:18][C:19](=[O:21])[CH3:20])[CH2:14][CH2:13]1)=[O:11], predict the reaction product. The product is: [ClH:1].[CH3:2][N:3]1[CH:7]=[CH:6][N:5]=[C:4]1[CH2:8][CH2:9][C:10]([N:12]1[CH2:13][CH2:14][CH:15]([NH:18][C:19](=[O:21])[CH3:20])[CH2:16][CH2:17]1)=[O:11]. (2) Given the reactants [C:1]([NH:9][NH2:10])(=[O:8])[C:2]1[CH:7]=[CH:6][CH:5]=[CH:4][CH:3]=1.[CH3:11][C:12](=O)[CH2:13][C:14](=[O:19])[CH2:15][CH2:16][CH2:17][CH3:18], predict the reaction product. The product is: [CH2:15]([C:14]1([OH:19])[N:9]([C:1]([C:2]2[CH:7]=[CH:6][CH:5]=[CH:4][CH:3]=2)=[O:8])[N:10]=[C:12]([CH3:11])[CH2:13]1)[CH2:16][CH2:17][CH3:18].